Dataset: Forward reaction prediction with 1.9M reactions from USPTO patents (1976-2016). Task: Predict the product of the given reaction. (1) Given the reactants [CH2:1]([C:8]1[S:12][C:11]([NH:13][C:14](=[O:27])[CH2:15][CH2:16][C:17]2[CH:22]=[CH:21][C:20]([O:23]C)=[C:19]([O:25]C)[CH:18]=2)=[N:10][C:9]=1[C:28]1[CH:33]=[CH:32][C:31]([O:34]C)=[CH:30][CH:29]=1)[C:2]1[CH:7]=[CH:6][CH:5]=[CH:4][CH:3]=1.B(Br)(Br)Br, predict the reaction product. The product is: [CH2:1]([C:8]1[S:12][C:11]([NH:13][C:14](=[O:27])[CH2:15][CH2:16][C:17]2[CH:22]=[CH:21][C:20]([OH:23])=[C:19]([OH:25])[CH:18]=2)=[N:10][C:9]=1[C:28]1[CH:33]=[CH:32][C:31]([OH:34])=[CH:30][CH:29]=1)[C:2]1[CH:7]=[CH:6][CH:5]=[CH:4][CH:3]=1. (2) Given the reactants [Cl:1][C:2]1[CH:7]=[CH:6][C:5]([C:8]2[S:17][C:11]3[C:12](=[O:16])[NH:13][N:14]=[CH:15][C:10]=3[CH:9]=2)=[CH:4][CH:3]=1.[H-].[Na+].CS(O[CH2:25][C:26]1[N:31]=[C:30]([O:32][CH2:33][C@H:34]2[CH2:38][CH2:37][CH2:36][N:35]2[C:39]([O:41][C:42]([CH3:45])([CH3:44])[CH3:43])=[O:40])[CH:29]=[CH:28][CH:27]=1)(=O)=O.O, predict the reaction product. The product is: [Cl:1][C:2]1[CH:3]=[CH:4][C:5]([C:8]2[S:17][C:11]3[C:12](=[O:16])[N:13]([CH2:25][C:26]4[N:31]=[C:30]([O:32][CH2:33][C@H:34]5[CH2:38][CH2:37][CH2:36][N:35]5[C:39]([O:41][C:42]([CH3:45])([CH3:44])[CH3:43])=[O:40])[CH:29]=[CH:28][CH:27]=4)[N:14]=[CH:15][C:10]=3[CH:9]=2)=[CH:6][CH:7]=1. (3) Given the reactants Br[C:2]1[CH:10]=[C:9]2[C:5]([C:6]([CH3:14])([CH3:13])[C:7](=[O:12])[N:8]2[CH3:11])=[CH:4][CH:3]=1.[N:15]1[CH:20]=[CH:19][C:18](B(O)O)=[CH:17][CH:16]=1.C([O-])([O-])=O.[Na+].[Na+], predict the reaction product. The product is: [CH3:11][N:8]1[C:9]2[C:5](=[CH:4][CH:3]=[C:2]([C:18]3[CH:19]=[CH:20][N:15]=[CH:16][CH:17]=3)[CH:10]=2)[C:6]([CH3:14])([CH3:13])[C:7]1=[O:12]. (4) Given the reactants [CH2:1]([O:8][CH2:9][C@H:10]1[CH2:15][NH:14][C:13](=O)[C@@H:12]([CH2:17][CH3:18])[O:11]1)[C:2]1[CH:7]=[CH:6][CH:5]=[CH:4][CH:3]=1.[AlH4-].[Li+].[OH-].[Na+], predict the reaction product. The product is: [CH2:1]([O:8][CH2:9][C@@H:10]1[O:11][C@H:12]([CH2:17][CH3:18])[CH2:13][NH:14][CH2:15]1)[C:2]1[CH:3]=[CH:4][CH:5]=[CH:6][CH:7]=1. (5) Given the reactants C([NH:5][S:6]([C:9]1[CH:14]=[CH:13][C:12]([C:15]2[N:16]=[CH:17][N:18]([C:20]3[N:25]=[C:24]([C:26]([F:29])([F:28])[F:27])[CH:23]=[C:22]([C:30]4[CH:35]=[CH:34][C:33]([Cl:36])=[C:32]([Cl:37])[CH:31]=4)[N:21]=3)[CH:19]=2)=[CH:11][CH:10]=1)(=[O:8])=[O:7])(C)(C)C.C(O)(C(F)(F)F)=O, predict the reaction product. The product is: [Cl:37][C:32]1[CH:31]=[C:30]([C:22]2[CH:23]=[C:24]([C:26]([F:27])([F:28])[F:29])[N:25]=[C:20]([N:18]3[CH:19]=[C:15]([C:12]4[CH:11]=[CH:10][C:9]([S:6]([NH2:5])(=[O:7])=[O:8])=[CH:14][CH:13]=4)[N:16]=[CH:17]3)[N:21]=2)[CH:35]=[CH:34][C:33]=1[Cl:36]. (6) Given the reactants I[C:2]1[CH:28]=[CH:27][C:5]([CH2:6][O:7][C:8]2[CH:9]=[N:10][C:11]([N:14]3[CH2:19][CH2:18][N:17]([C:20]([O:22][C:23]([CH3:26])([CH3:25])[CH3:24])=[O:21])[CH2:16][CH2:15]3)=[N:12][CH:13]=2)=[CH:4][CH:3]=1.CNCCNC.[CH2:35]([S:37]([O-:39])=[O:38])[CH3:36].[Na+], predict the reaction product. The product is: [CH2:35]([S:37]([C:2]1[CH:28]=[CH:27][C:5]([CH2:6][O:7][C:8]2[CH:9]=[N:10][C:11]([N:14]3[CH2:19][CH2:18][N:17]([C:20]([O:22][C:23]([CH3:26])([CH3:25])[CH3:24])=[O:21])[CH2:16][CH2:15]3)=[N:12][CH:13]=2)=[CH:4][CH:3]=1)(=[O:39])=[O:38])[CH3:36]. (7) Given the reactants [CH3:1][O:2][C:3]1[CH:4]=[C:5]([CH:22]=[CH:23][CH:24]=1)[CH2:6][NH:7][C:8]1O[C:10]([C:13]2[C:21]3[C:16](=[N:17][CH:18]=[CH:19][CH:20]=3)[NH:15][CH:14]=2)=[N:11][N:12]=1.O.[NH2:26][NH2:27], predict the reaction product. The product is: [CH3:1][O:2][C:3]1[CH:4]=[C:5]([CH:22]=[CH:23][CH:24]=1)[CH2:6][NH:7][C:8]1[N:26]([NH2:27])[C:10]([C:13]2[C:21]3[C:16](=[N:17][CH:18]=[CH:19][CH:20]=3)[NH:15][CH:14]=2)=[N:11][N:12]=1.